Predict the reactants needed to synthesize the given product. From a dataset of Full USPTO retrosynthesis dataset with 1.9M reactions from patents (1976-2016). (1) Given the product [CH3:3][O:4][C:5]1[CH:10]=[C:9]([CH:8]=[CH:7][CH:6]=1)[CH2:11][NH:12][C:13]1[CH:14]=[C:15]([CH:18]=[CH:19][CH:20]=1)[C:16]#[N:17], predict the reactants needed to synthesize it. The reactants are: O1[C:6]2[CH:7]=[CH:8][C:9]([CH2:11][NH:12][C:13]3[CH:14]=[C:15]([CH:18]=[CH:19][C:20]=3F)[C:16]#[N:17])=[CH:10][C:5]=2[O:4][CH2:3]C1.NC1C=C(C=CC=1)C#N.C(=O)C1C=CC=C(OC)C=1. (2) Given the product [Br:1][C:2]1[C:11]2[C:6](=[CH:7][CH:8]=[C:9]([O:12][CH3:13])[CH:10]=2)[N:5]=[CH:4][C:3]=1[C:15]([OH:17])=[O:16], predict the reactants needed to synthesize it. The reactants are: [Br:1][C:2]1[C:11]2[C:6](=[CH:7][C:8](F)=[C:9]([O:12][CH3:13])[CH:10]=2)[N:5]=[CH:4][C:3]=1[C:15]([O:17]CC)=[O:16].Cl. (3) Given the product [O:12]1[CH2:13][CH2:14][CH2:15][CH2:16][CH:11]1[N:6]1[CH:7]=[C:3]2[C:4]([CH:8]=[CH:9][CH:10]=[C:2]2[B:36]2[O:40][C:39]([CH3:42])([CH3:41])[C:38]([CH3:44])([CH3:43])[O:37]2)=[N:5]1, predict the reactants needed to synthesize it. The reactants are: Cl[C:2]1[CH:10]=[CH:9][CH:8]=[C:7]2[C:3]=1[CH:4]=[N:5][N:6]2[CH:11]1[CH2:16][CH2:15][CH2:14][CH2:13][O:12]1.C1(P(C2CCCCC2)C2CCCCC2)CCCCC1.[B:36]1([B:36]2[O:40][C:39]([CH3:42])([CH3:41])[C:38]([CH3:44])([CH3:43])[O:37]2)[O:40][C:39]([CH3:42])([CH3:41])[C:38]([CH3:44])([CH3:43])[O:37]1.C([O-])(=O)C.[K+]. (4) Given the product [NH2:11][C:10]1[S:13][CH:14]=[CH:15][C:9]=1[C:8]([C:5]1[CH:4]=[CH:3][C:2]([F:1])=[CH:7][CH:6]=1)=[O:12], predict the reactants needed to synthesize it. The reactants are: [F:1][C:2]1[CH:7]=[CH:6][C:5]([C:8](=[O:12])[CH2:9][C:10]#[N:11])=[CH:4][CH:3]=1.[S:13]1CC(O)S[CH2:15][CH:14]1O.C(NCC)C. (5) Given the product [NH2:7][CH2:8][C:9]([NH:11][S:12]([C:15]1[C:16]([C:21]2[CH:26]=[CH:25][C:24]([CH2:27][N:28]3[C:32]([CH2:33][OH:34])=[C:31]([Cl:35])[N:30]=[C:29]3[CH2:36][CH2:37][CH2:38][CH3:39])=[CH:23][CH:22]=2)=[CH:17][CH:18]=[CH:19][CH:20]=1)(=[O:13])=[O:14])=[O:10], predict the reactants needed to synthesize it. The reactants are: C(OC(=O)[NH:7][CH2:8][C:9]([NH:11][S:12]([C:15]1[C:16]([C:21]2[CH:26]=[CH:25][C:24]([CH2:27][N:28]3[C:32]([CH2:33][OH:34])=[C:31]([Cl:35])[N:30]=[C:29]3[CH2:36][CH2:37][CH2:38][CH3:39])=[CH:23][CH:22]=2)=[CH:17][CH:18]=[CH:19][CH:20]=1)(=[O:14])=[O:13])=[O:10])(C)(C)C.C(O)(C(F)(F)F)=O. (6) Given the product [CH2:15]([NH:22][S:11]([C:8]([F:10])([F:9])[S:7][C:1]1[CH:6]=[CH:5][CH:4]=[CH:3][CH:2]=1)(=[O:13])=[O:12])[C:16]1[CH:21]=[CH:20][CH:19]=[CH:18][CH:17]=1, predict the reactants needed to synthesize it. The reactants are: [C:1]1([S:7][C:8]([S:11](F)(=[O:13])=[O:12])([F:10])[F:9])[CH:6]=[CH:5][CH:4]=[CH:3][CH:2]=1.[CH2:15]([NH2:22])[C:16]1[CH:21]=[CH:20][CH:19]=[CH:18][CH:17]=1.Cl. (7) Given the product [Cl:19][C:20]1[CH:21]=[C:22]([NH:27][C:28]([N:10]([CH2:9][CH2:8][O:1][C:2]2[CH:7]=[CH:6][CH:5]=[CH:4][CH:3]=2)[C:11]([NH2:13])=[O:12])=[S:29])[CH:23]=[CH:24][C:25]=1[Cl:26], predict the reactants needed to synthesize it. The reactants are: [O:1]([CH2:8][CH2:9][NH:10][C:11]([NH2:13])=[O:12])[C:2]1[CH:7]=[CH:6][CH:5]=[CH:4][CH:3]=1.[Li]CCCC.[Cl:19][C:20]1[CH:21]=[C:22]([N:27]=[C:28]=[S:29])[CH:23]=[CH:24][C:25]=1[Cl:26].C([O-])(O)=O.[Na+].